The task is: Predict the reaction yield, written as a fraction of the theoretical maximum amount of product (1.0 means a 100% yield; for example, 0.34 means a 34% yield).. This data is from Reaction yield outcomes from USPTO patents with 853,638 reactions. The reactants are [CH3:1][O:2][C:3](=[O:41])[C:4]1[CH:9]=[CH:8][C:7]([O:10][C:11]2[CH:16]=[CH:15][C:14]([C:17]3[CH:22]=[CH:21][C:20](/[CH:23]=[CH:24]/[C:25]4[N:26]([CH2:38][CH3:39])[CH:27]=[C:28]([C:30]5[CH:35]=[CH:34][C:33]([Cl:36])=[CH:32][C:31]=5[Cl:37])[N:29]=4)=[CH:19][CH:18]=3)=[CH:13][CH:12]=2)=[CH:6][C:5]=1[NH2:40].[CH3:42][S:43](Cl)(=[O:45])=[O:44]. No catalyst specified. The product is [CH3:1][O:2][C:3](=[O:41])[C:4]1[CH:9]=[CH:8][C:7]([O:10][C:11]2[CH:12]=[CH:13][C:14]([C:17]3[CH:18]=[CH:19][C:20](/[CH:23]=[CH:24]/[C:25]4[N:26]([CH2:38][CH3:39])[CH:27]=[C:28]([C:30]5[CH:35]=[CH:34][C:33]([Cl:36])=[CH:32][C:31]=5[Cl:37])[N:29]=4)=[CH:21][CH:22]=3)=[CH:15][CH:16]=2)=[CH:6][C:5]=1[NH:40][S:43]([CH3:42])(=[O:45])=[O:44]. The yield is 0.670.